Dataset: Reaction yield outcomes from USPTO patents with 853,638 reactions. Task: Predict the reaction yield, written as a fraction of the theoretical maximum amount of product (1.0 means a 100% yield; for example, 0.34 means a 34% yield). The reactants are [Cl:1][C:2]1[CH:3]=[C:4]([C:9](=O)[CH2:10][C:11](=O)[C:12]([F:15])([F:14])[F:13])[CH:5]=[CH:6][C:7]=1[F:8].[NH2:18][C:19]1[C:23]([C:24]#[N:25])=[C:22]([CH2:26][C:27]#[N:28])[NH:21][N:20]=1. No catalyst specified. The product is [Cl:1][C:2]1[CH:3]=[C:4]([C:9]2[CH:10]=[C:11]([C:12]([F:15])([F:14])[F:13])[N:20]3[N:21]=[C:22]([CH2:26][C:27]#[N:28])[C:23]([C:24]#[N:25])=[C:19]3[N:18]=2)[CH:5]=[CH:6][C:7]=1[F:8]. The yield is 0.590.